This data is from Merck oncology drug combination screen with 23,052 pairs across 39 cell lines. The task is: Regression. Given two drug SMILES strings and cell line genomic features, predict the synergy score measuring deviation from expected non-interaction effect. (1) Drug 1: COC12C(COC(N)=O)C3=C(C(=O)C(C)=C(N)C3=O)N1CC1NC12. Drug 2: CNC(=O)c1cc(Oc2ccc(NC(=O)Nc3ccc(Cl)c(C(F)(F)F)c3)cc2)ccn1. Cell line: A427. Synergy scores: synergy=-4.37. (2) Synergy scores: synergy=-15.6. Cell line: A375. Drug 2: O=C(O)C1(Cc2cccc(Nc3nccs3)n2)CCC(Oc2cccc(Cl)c2F)CC1. Drug 1: CCC1=CC2CN(C1)Cc1c([nH]c3ccccc13)C(C(=O)OC)(c1cc3c(cc1OC)N(C)C1C(O)(C(=O)OC)C(OC(C)=O)C4(CC)C=CCN5CCC31C54)C2. (3) Drug 1: CCC1(O)CC2CN(CCc3c([nH]c4ccccc34)C(C(=O)OC)(c3cc4c(cc3OC)N(C)C3C(O)(C(=O)OC)C(OC(C)=O)C5(CC)C=CCN6CCC43C65)C2)C1. Drug 2: COC1=C2CC(C)CC(OC)C(O)C(C)C=C(C)C(OC(N)=O)C(OC)C=CC=C(C)C(=O)NC(=CC1=O)C2=O. Cell line: HCT116. Synergy scores: synergy=-16.4.